From a dataset of Reaction yield outcomes from USPTO patents with 853,638 reactions. Predict the reaction yield, written as a fraction of the theoretical maximum amount of product (1.0 means a 100% yield; for example, 0.34 means a 34% yield). (1) The reactants are [C:1]([O:4][CH2:5][C:6]1[CH:11]=[CH:10][C:9]([CH3:12])=[C:8]([N:13]([C:15]2[CH:20]=[CH:19][N:18]=[C:17]([N:21]([C:42](=[O:44])[CH3:43])[C:22]3[CH:27]=[C:26]([O:28]CC4C=CC=CC=4)[CH:25]=[C:24]([N:36]4[CH2:41][CH2:40][O:39][CH2:38][CH2:37]4)[CH:23]=3)[N:16]=2)[CH3:14])[CH:7]=1)(=[O:3])[CH3:2].CCOC(C)=O. The catalyst is C(O)C.CN(C=O)C.[Pd]. The product is [C:1]([O:4][CH2:5][C:6]1[CH:11]=[CH:10][C:9]([CH3:12])=[C:8]([N:13]([C:15]2[CH:20]=[CH:19][N:18]=[C:17]([N:21]([C:42](=[O:44])[CH3:43])[C:22]3[CH:23]=[C:24]([N:36]4[CH2:37][CH2:38][O:39][CH2:40][CH2:41]4)[CH:25]=[C:26]([OH:28])[CH:27]=3)[N:16]=2)[CH3:14])[CH:7]=1)(=[O:3])[CH3:2]. The yield is 0.680. (2) The reactants are Br[C:2]1[CH:7]=[CH:6][C:5]([S:8]([NH:11][C:12]2([C:15]#[N:16])[CH2:14][CH2:13]2)(=[O:10])=[O:9])=[C:4]([O:17][CH3:18])[CH:3]=1.[CH3:19][C:20]1([CH3:36])[C:24]([CH3:26])([CH3:25])[O:23][B:22]([B:22]2[O:23][C:24]([CH3:26])([CH3:25])[C:20]([CH3:36])([CH3:19])[O:21]2)[O:21]1.C([O-])(=O)C.[K+].ClCCl. The catalyst is O1CCOCC1. The product is [C:15]([C:12]1([NH:11][S:8]([C:5]2[CH:6]=[C:7]([B:22]3[O:23][C:24]([CH3:26])([CH3:25])[C:20]([CH3:36])([CH3:19])[O:21]3)[CH:2]=[CH:3][C:4]=2[O:17][CH3:18])(=[O:10])=[O:9])[CH2:14][CH2:13]1)#[N:16]. The yield is 0.690.